From a dataset of Peptide-MHC class II binding affinity with 134,281 pairs from IEDB. Regression. Given a peptide amino acid sequence and an MHC pseudo amino acid sequence, predict their binding affinity value. This is MHC class II binding data. (1) The peptide sequence is KQQVIAELYEKFFRI. The MHC is DRB1_1001 with pseudo-sequence DRB1_1001. The binding affinity (normalized) is 0.420. (2) The peptide sequence is FERLAITKGKVDPTD. The MHC is DRB1_0901 with pseudo-sequence DRB1_0901. The binding affinity (normalized) is 0.330. (3) The peptide sequence is NVYQRGTHPFSRIRD. The binding affinity (normalized) is 0.482. The MHC is DRB3_0101 with pseudo-sequence DRB3_0101. (4) The peptide sequence is AAVLFAATAAAAAAV. The MHC is HLA-DQA10501-DQB10201 with pseudo-sequence HLA-DQA10501-DQB10201. The binding affinity (normalized) is 0.351.